Predict the product of the given reaction. From a dataset of Forward reaction prediction with 1.9M reactions from USPTO patents (1976-2016). (1) Given the reactants C([Si](C)(C)[O:6][CH2:7][CH2:8][N:9]1[CH:13]=[CH:12][C:11]([NH:14][C:15](=[O:34])[C@@H:16]([C:23]2[CH:28]=[CH:27][C:26]([S:29]([CH3:32])(=[O:31])=[O:30])=[C:25]([CH3:33])[CH:24]=2)[CH2:17][CH:18]2[CH2:22][CH2:21][CH2:20][CH2:19]2)=[N:10]1)(C)(C)C.C(O)C, predict the reaction product. The product is: [CH:18]1([CH2:17][C@H:16]([C:23]2[CH:28]=[CH:27][C:26]([S:29]([CH3:32])(=[O:30])=[O:31])=[C:25]([CH3:33])[CH:24]=2)[C:15]([NH:14][C:11]2[CH:12]=[CH:13][N:9]([CH2:8][CH2:7][OH:6])[N:10]=2)=[O:34])[CH2:22][CH2:21][CH2:20][CH2:19]1. (2) Given the reactants [CH2:1]([NH2:9])[CH2:2][CH2:3][CH2:4][CH2:5][CH2:6][CH2:7][CH3:8].Cl[CH2:11][C:12]1[N:13]=[C:14]([C:17]2[CH:25]=[CH:24][C:20]([C:21](Cl)=[O:22])=[CH:19][CH:18]=2)[S:15][CH:16]=1.[C:26]1([CH2:32][CH2:33][C:34](Cl)=[O:35])[CH:31]=[CH:30][CH:29]=[CH:28][CH:27]=1.C[O:38][C:39](=[O:50])[CH2:40][O:41][C:42]1[CH:47]=[CH:46][C:45]([CH2:48][NH2:49])=[CH:44][CH:43]=1, predict the reaction product. The product is: [CH2:1]([NH:9][C:21]([C:20]1[CH:24]=[CH:25][C:17]([C:14]2[S:15][CH:16]=[C:12]([CH2:11][N:49]([CH2:48][C:45]3[CH:46]=[CH:47][C:42]([O:41][CH2:40][C:39]([OH:50])=[O:38])=[CH:43][CH:44]=3)[C:34](=[O:35])[CH2:33][CH2:32][C:26]3[CH:31]=[CH:30][CH:29]=[CH:28][CH:27]=3)[N:13]=2)=[CH:18][CH:19]=1)=[O:22])[CH2:2][CH2:3][CH2:4][CH2:5][CH2:6][CH2:7][CH3:8]. (3) Given the reactants [C:1]([C:5]1[N:10]=[CH:9][C:8]([C:11]2[N:12]([C:32]([N:34]3[CH2:39][CH2:38][CH:37]([CH2:40][C:41]([OH:43])=O)[CH2:36][CH2:35]3)=[O:33])[C@@:13]([C:25]3[CH:30]=[CH:29][C:28]([Cl:31])=[CH:27][CH:26]=3)([CH3:24])[C@@:14]([C:17]3[CH:22]=[CH:21][C:20]([Cl:23])=[CH:19][CH:18]=3)([CH3:16])[N:15]=2)=[C:7]([O:44][CH2:45][CH3:46])[CH:6]=1)([CH3:4])([CH3:3])[CH3:2].[CH:47]([C:50]1[CH:56]=[CH:55][C:53]([NH2:54])=[CH:52][CH:51]=1)([CH3:49])[CH3:48], predict the reaction product. The product is: [C:1]([C:5]1[N:10]=[CH:9][C:8]([C:11]2[N:12]([C:32]([N:34]3[CH2:35][CH2:36][CH:37]([CH2:40][C:41]([NH:54][C:53]4[CH:55]=[CH:56][C:50]([CH:47]([CH3:49])[CH3:48])=[CH:51][CH:52]=4)=[O:43])[CH2:38][CH2:39]3)=[O:33])[C@@:13]([C:25]3[CH:30]=[CH:29][C:28]([Cl:31])=[CH:27][CH:26]=3)([CH3:24])[C@@:14]([C:17]3[CH:22]=[CH:21][C:20]([Cl:23])=[CH:19][CH:18]=3)([CH3:16])[N:15]=2)=[C:7]([O:44][CH2:45][CH3:46])[CH:6]=1)([CH3:2])([CH3:3])[CH3:4]. (4) The product is: [S:24]([NH:1][C:2]1[CH:9]=[CH:8][CH:7]=[C:6]([O:10][CH2:11][CH2:12][CH2:13][CH2:14][CH2:15][OH:16])[C:3]=1[C:4]#[N:5])(=[O:27])(=[O:26])[NH2:25]. Given the reactants [NH2:1][C:2]1[CH:9]=[CH:8][CH:7]=[C:6]([O:10][CH2:11][CH2:12][CH2:13][CH2:14][CH2:15][O:16][Si](C(C)(C)C)(C)C)[C:3]=1[C:4]#[N:5].[S:24](Cl)(=[O:27])(=[O:26])[NH2:25], predict the reaction product. (5) Given the reactants [Cl:1][C:2]1[CH:12]=[CH:11][C:5]([C:6]([O:8][CH2:9][CH3:10])=[O:7])=[CH:4][C:3]=1[O:13][C:14]1[CH:19]=[CH:18][N:17]=[C:16](Cl)[CH:15]=1.C(=O)(OC(C)(C)C)[NH2:22].P([O-])([O-])([O-])=O.[K+].[K+].[K+].CC1(C)C2C=CC=C(P(C3C=CC=CC=3)C3C=CC=CC=3)C=2OC2C1=CC=CC=2P(C1C=CC=CC=1)C1C=CC=CC=1, predict the reaction product. The product is: [NH2:22][C:16]1[CH:15]=[C:14]([O:13][C:3]2[CH:4]=[C:5]([CH:11]=[CH:12][C:2]=2[Cl:1])[C:6]([O:8][CH2:9][CH3:10])=[O:7])[CH:19]=[CH:18][N:17]=1. (6) Given the reactants [C:1]([O:5][N:6]=[C:7]1[C:16]2[C:11](=[CH:12][CH:13]=[C:14]([OH:17])[CH:15]=2)[O:10][C:9]([C:18]2[N:23]=[CH:22][C:21]3[CH:24]=[CH:25][S:26][C:20]=3[CH:19]=2)=[CH:8]1)([CH3:4])([CH3:3])[CH3:2].Cl.Cl[CH2:29][CH2:30][N:31]1[CH2:36][CH2:35][O:34][CH2:33][CH2:32]1, predict the reaction product. The product is: [C:1]([O:5][N:6]=[C:7]1[C:16]2[C:11](=[CH:12][CH:13]=[C:14]([O:17][CH2:29][CH2:30][N:31]3[CH2:36][CH2:35][O:34][CH2:33][CH2:32]3)[CH:15]=2)[O:10][C:9]([C:18]2[N:23]=[CH:22][C:21]3[CH:24]=[CH:25][S:26][C:20]=3[CH:19]=2)=[CH:8]1)([CH3:4])([CH3:2])[CH3:3].